Dataset: Reaction yield outcomes from USPTO patents with 853,638 reactions. Task: Predict the reaction yield, written as a fraction of the theoretical maximum amount of product (1.0 means a 100% yield; for example, 0.34 means a 34% yield). (1) The reactants are [NH:1]1[C:9]2[C:4](=[CH:5][CH:6]=[CH:7][CH:8]=2)[C:3](/[CH:10]=[C:11]2\[O:12][C:13]3[C:20]([CH2:21][N:22]4[CH2:27][CH2:26][N:25](C(OC(C)(C)C)=O)[CH2:24][CH2:23]4)=[C:19]([O:35][CH2:36][CH2:37][CH3:38])[CH:18]=[CH:17][C:14]=3[C:15]\2=[O:16])=[N:2]1.FC(F)(F)C(O)=O.C(=O)([O-])O.[Na+]. The catalyst is C(Cl)Cl. The product is [NH:1]1[C:9]2[C:4](=[CH:5][CH:6]=[CH:7][CH:8]=2)[C:3](/[CH:10]=[C:11]2\[O:12][C:13]3[C:20]([CH2:21][N:22]4[CH2:23][CH2:24][NH:25][CH2:26][CH2:27]4)=[C:19]([O:35][CH2:36][CH2:37][CH3:38])[CH:18]=[CH:17][C:14]=3[C:15]\2=[O:16])=[N:2]1. The yield is 0.940. (2) The reactants are C(OC([N:8]([C:10]1([C@@H:13]2[CH2:17][CH2:16][NH:15][CH2:14]2)[CH2:12][CH2:11]1)[CH3:9])=O)(C)(C)C.C(N(CC)CC)C.F[C:26]1[C:35]([O:36][CH3:37])=[C:34]2[C:29]([C:30](=[O:45])[C:31]([C:42]([OH:44])=[O:43])=[CH:32][N:33]2[C@@H:38]2[CH2:40][C@@H:39]2[F:41])=[CH:28][CH:27]=1. The catalyst is CS(C)=O. The product is [F:41][C@H:39]1[CH2:40][C@H:38]1[N:33]1[C:34]2[C:29](=[CH:28][CH:27]=[C:26]([N:15]3[CH2:16][CH2:17][C@@H:13]([C:10]4([NH:8][CH3:9])[CH2:11][CH2:12]4)[CH2:14]3)[C:35]=2[O:36][CH3:37])[C:30](=[O:45])[C:31]([C:42]([OH:44])=[O:43])=[CH:32]1. The yield is 0.500. (3) The reactants are [NH:1]1[C:9]2[C:4](=[CH:5][CH:6]=[CH:7][CH:8]=2)[CH:3]=[C:2]1[C:10]([O:12][CH2:13][CH3:14])=[O:11].[C:15]([O-])([O-])=O.[K+].[K+].S(OC)(OC)(=O)=O. The catalyst is C(#N)C. The product is [CH3:15][N:1]1[C:9]2[C:4](=[CH:5][CH:6]=[CH:7][CH:8]=2)[CH:3]=[C:2]1[C:10]([O:12][CH2:13][CH3:14])=[O:11]. The yield is 0.980. (4) The reactants are [CH2:1]([O:3][C:4]1[CH:5]=[C:6]([CH:11]=[CH:12][C:13]=1[N+:14]([O-:16])=[O:15])[C:7]([NH:9][NH2:10])=O)[CH3:2].[CH3:17][N:18]=[C:19]=[S:20].C(N(CC)CC)C. The catalyst is C1COCC1. The product is [CH2:1]([O:3][C:4]1[CH:5]=[C:6]([C:7]2[N:18]([CH3:17])[C:19]([SH:20])=[N:10][N:9]=2)[CH:11]=[CH:12][C:13]=1[N+:14]([O-:16])=[O:15])[CH3:2]. The yield is 0.720.